Predict the product of the given reaction. From a dataset of Forward reaction prediction with 1.9M reactions from USPTO patents (1976-2016). (1) Given the reactants [CH:1](=O)[C:2]1[CH:7]=[CH:6][N:5]=[CH:4][CH:3]=1.C1(P(=[CH:28][C:29]([O:31][CH2:32][CH3:33])=[O:30])(C2C=CC=CC=2)C2C=CC=CC=2)C=CC=CC=1, predict the reaction product. The product is: [N:5]1[CH:6]=[CH:7][C:2](/[CH:1]=[CH:28]/[C:29]([O:31][CH2:32][CH3:33])=[O:30])=[CH:3][CH:4]=1. (2) Given the reactants [F:1][C:2]1[CH:11]=[C:10]([C:12]2[N:17]=[N:16][C:15]([S:18][CH3:19])=[N:14][CH:13]=2)[CH:9]=[CH:8][C:3]=1[C:4]([O:6][CH3:7])=[O:5].ClC1C=CC=C(C(OO)=[O:28])C=1, predict the reaction product. The product is: [F:1][C:2]1[CH:11]=[C:10]([C:12]2[N:17]=[N:16][C:15]([S:18]([CH3:19])=[O:28])=[N:14][CH:13]=2)[CH:9]=[CH:8][C:3]=1[C:4]([O:6][CH3:7])=[O:5]. (3) Given the reactants [C:1]([O-:4])([OH:3])=O.[Na+].ClC(OC(Cl)C)=O.[CH2:13]([O:15][C:16]([C:18]1[CH:19]2[N:45](C)[CH:23]([CH2:24][C:25]=1[C:26]1[CH:31]=[CH:30][CH:29]=[C:28]([O:32][CH2:33][CH2:34][CH2:35][CH2:36][O:37][Si](C(C)(C)C)(C)C)[CH:27]=1)[CH2:22][N:21]([C:47]([O:49][C:50]([CH3:53])([CH3:52])[CH3:51])=[O:48])[CH2:20]2)=[O:17])[CH3:14].CCN(C(C)C)C(C)C.[CH3:63][C:64](OC(OC(O[C:64]([CH3:66])([CH3:65])[CH3:63])=O)=O)([CH3:66])[CH3:65], predict the reaction product. The product is: [CH2:13]([O:15][C:16]([C:18]1[CH:19]2[N:45]([C:1]([O:4][C:64]([CH3:66])([CH3:65])[CH3:63])=[O:3])[CH:23]([CH2:24][C:25]=1[C:26]1[CH:31]=[CH:30][CH:29]=[C:28]([O:32][CH2:33][CH2:34][CH2:35][CH2:36][OH:37])[CH:27]=1)[CH2:22][N:21]([C:47]([O:49][C:50]([CH3:53])([CH3:52])[CH3:51])=[O:48])[CH2:20]2)=[O:17])[CH3:14]. (4) Given the reactants [CH3:1][O:2][C:3]1[CH:4]=[C:5]([C:11]([C:17]2[CH:22]=[CH:21][C:20](OC)=[C:19](OC)[CH:18]=2)=[CH:12][C:13](OC)=O)[CH:6]=[CH:7][C:8]=1[O:9][CH3:10].COC1C(OC)([N+:43]([O-:45])=[O:44])C=CC(C(C2C=CC=CC=2)=O)=C1.C(OP(CC#[N:58])(=O)OCC)C.C[Si](C)(C)[N-][Si](C)(C)C.[Li+], predict the reaction product. The product is: [CH3:1][O:2][C:3]1[CH:4]=[C:5]([C:11]([C:17]2[CH:22]=[CH:21][C:20]([N+:43]([O-:45])=[O:44])=[CH:19][CH:18]=2)=[CH:12][C:13]#[N:58])[CH:6]=[CH:7][C:8]=1[O:9][CH3:10]. (5) Given the reactants Cl.Cl[CH2:3][C:4]1[N:13]=[C:12]([N:14]([C:16]2[CH:21]=[CH:20][C:19]([O:22][CH3:23])=[CH:18][CH:17]=2)[CH3:15])[C:11]2[C:6](=[CH:7][CH:8]=[CH:9][CH:10]=2)[N:5]=1.Cl[C:25]1[C:34]2C(=CC=CC=2)N=C(CCl)[N:26]=1.C[O:38]C1C=CC(NC)=CC=1.Cl, predict the reaction product. The product is: [CH3:23][O:22][C:19]1[CH:20]=[CH:21][C:16]([N:14]([CH3:15])[C:12]2[C:11]3[C:6](=[CH:7][CH:8]=[CH:9][CH:10]=3)[N:5]=[C:4]([CH2:3][NH:26][C:25](=[O:38])[CH3:34])[N:13]=2)=[CH:17][CH:18]=1. (6) Given the reactants [CH:1]1([CH2:4][NH2:5])[CH2:3][CH2:2]1.[N+:6]([C:9]1[CH:10]=[C:11]([S:15](Cl)(=[O:17])=[O:16])[CH:12]=[CH:13][CH:14]=1)([O-:8])=[O:7].C(N(CC)CC)C.O, predict the reaction product. The product is: [N+:6]([C:9]1[CH:10]=[C:11]([S:15]([NH:5][CH2:4][CH:1]2[CH2:3][CH2:2]2)(=[O:17])=[O:16])[CH:12]=[CH:13][CH:14]=1)([O-:8])=[O:7]. (7) Given the reactants Cl[C:2]1[CH:7]=[N:6][CH:5]=[C:4]([Cl:8])[N:3]=1.C(N(CC)CC)C.[CH2:16]1[C:24]2[C:19](=[CH:20][CH:21]=[CH:22][CH:23]=2)[C@@H:18]([NH2:25])[C@H:17]1[OH:26], predict the reaction product. The product is: [Cl:8][C:4]1[N:3]=[C:2]([NH:25][C@@H:18]2[C:19]3[C:24](=[CH:23][CH:22]=[CH:21][CH:20]=3)[CH2:16][C@@H:17]2[OH:26])[CH:7]=[N:6][CH:5]=1.